From a dataset of Full USPTO retrosynthesis dataset with 1.9M reactions from patents (1976-2016). Predict the reactants needed to synthesize the given product. Given the product [C:1]([CH2:4][CH2:5][CH2:6][N:7]1[C:11]2=[N:12][CH:13]=[CH:14][C:15]([CH2:16][CH2:17][C:18]3[CH:19]=[CH:20][C:21]([O:24][C:25](=[O:30])[C:26]([CH3:28])([CH3:27])[CH3:29])=[CH:22][CH:23]=3)=[C:10]2[C:9]([O:31][C@@H:32]2[O:58][C@H:57]([CH2:59][O:60][C:61](=[O:66])[C:62]([CH3:64])([CH3:65])[CH3:63])[C@@H:49]([O:50][C:51](=[O:56])[C:52]([CH3:54])([CH3:53])[CH3:55])[C@H:41]([O:42][C:43](=[O:48])[C:44]([CH3:45])([CH3:47])[CH3:46])[C@H:33]2[O:34][C:35](=[O:40])[C:36]([CH3:37])([CH3:38])[CH3:39])=[N:8]1)(=[O:3])[NH2:86], predict the reactants needed to synthesize it. The reactants are: [C:1]([CH2:4][CH2:5][CH2:6][N:7]1[C:11]2=[N:12][CH:13]=[CH:14][C:15]([CH2:16][CH2:17][C:18]3[CH:23]=[CH:22][C:21]([O:24][C:25](=[O:30])[C:26]([CH3:29])([CH3:28])[CH3:27])=[CH:20][CH:19]=3)=[C:10]2[C:9]([O:31][C@@H:32]2[O:58][C@H:57]([CH2:59][O:60][C:61](=[O:66])[C:62]([CH3:65])([CH3:64])[CH3:63])[C@@H:49]([O:50][C:51](=[O:56])[C:52]([CH3:55])([CH3:54])[CH3:53])[C@H:41]([O:42][C:43](=[O:48])[C:44]([CH3:47])([CH3:46])[CH3:45])[C@H:33]2[O:34][C:35](=[O:40])[C:36]([CH3:39])([CH3:38])[CH3:37])=[N:8]1)([OH:3])=O.C(OC(OC(OC(C)(C)C)=O)=O)(C)(C)C.C(=O)([O-])O.[NH4+:86].Cl.